Dataset: Reaction yield outcomes from USPTO patents with 853,638 reactions. Task: Predict the reaction yield, written as a fraction of the theoretical maximum amount of product (1.0 means a 100% yield; for example, 0.34 means a 34% yield). (1) The reactants are [F:1][C:2]1[CH:7]=[CH:6][C:5]([C:8]2[C:16]([C:17]3[CH:22]=[CH:21][N:20]=[CH:19][CH:18]=3)=[C:11]3[CH:12]=[CH:13][CH:14]=[CH:15][N:10]3[N:9]=2)=[CH:4][CH:3]=1.C([Li])CCC.[Cl:28]N1C(=O)CCC1=O. The catalyst is O1CCCC1.CCOCC. The product is [Cl:28][C:15]1[N:10]2[N:9]=[C:8]([C:5]3[CH:6]=[CH:7][C:2]([F:1])=[CH:3][CH:4]=3)[C:16]([C:17]3[CH:18]=[CH:19][N:20]=[CH:21][CH:22]=3)=[C:11]2[CH:12]=[CH:13][CH:14]=1. The yield is 0.710. (2) The reactants are Br[CH:2]([C:4]1[CH:5]=[CH:6][C:7]([F:10])=[N:8][CH:9]=1)[CH3:3].C(#N)C.[C:14]([N:21]1[CH2:26][CH2:25][NH:24][C@H:23]([CH3:27])[CH2:22]1)([O:16][C:17]([CH3:20])([CH3:19])[CH3:18])=[O:15].C(=O)([O-])[O-].[K+].[K+].[I-].[K+]. The catalyst is O.C(Cl)Cl. The product is [F:10][C:7]1[N:8]=[CH:9][C:4]([CH:2]([N:24]2[CH2:25][CH2:26][N:21]([C:14]([O:16][C:17]([CH3:20])([CH3:19])[CH3:18])=[O:15])[CH2:22][C@H:23]2[CH3:27])[CH3:3])=[CH:5][CH:6]=1. The yield is 0.493. (3) The reactants are Cl[C:2]1[C:7]([C:8]([F:11])([F:10])[F:9])=[CH:6][CH:5]=[CH:4][N:3]=1.[CH3:12][O:13][C:14]1[CH:21]=[CH:20][C:17]([CH2:18][NH2:19])=[CH:16][CH:15]=1.CCN(C(C)C)C(C)C. The catalyst is C(O)CCC. The product is [CH3:12][O:13][C:14]1[CH:21]=[CH:20][C:17]([CH2:18][NH:19][C:2]2[C:7]([C:8]([F:11])([F:10])[F:9])=[CH:6][CH:5]=[CH:4][N:3]=2)=[CH:16][CH:15]=1. The yield is 0.830.